Task: Predict the reactants needed to synthesize the given product.. Dataset: Full USPTO retrosynthesis dataset with 1.9M reactions from patents (1976-2016) (1) Given the product [CH2:1]([O:3][C:4](=[O:24])[CH2:5][C:6]1[CH:11]=[CH:10][CH:9]=[C:8]([S:12][C:13]2[C:21]3[C:16](=[CH:17][C:18]([Cl:22])=[CH:19][CH:20]=3)[N:15]([C:26]3[CH:27]=[N:28][CH:29]=[C:30]([CH3:32])[CH:31]=3)[C:14]=2[CH3:23])[CH:7]=1)[CH3:2], predict the reactants needed to synthesize it. The reactants are: [CH2:1]([O:3][C:4](=[O:24])[CH2:5][C:6]1[CH:11]=[CH:10][CH:9]=[C:8]([S:12][C:13]2[C:21]3[C:16](=[CH:17][C:18]([Cl:22])=[CH:19][CH:20]=3)[NH:15][C:14]=2[CH3:23])[CH:7]=1)[CH3:2].Br[C:26]1[CH:27]=[N:28][CH:29]=[C:30]([CH3:32])[CH:31]=1. (2) The reactants are: S(Cl)(C1C=[CH:9][C:7]([CH3:8])=[CH:6]C=1)(=O)=O.[Cl:12][C:13]1(C(O)=O)[CH:18]=[CH:17][C:16]([Br:19])=[CH:15][NH:14]1.N1C=CC=CC=1.[C:29]([O-:32])(O)=[O:30].[Na+]. Given the product [Br:19][C:16]1[C:15]([C:29]([O:32][C:7]([CH3:9])([CH3:8])[CH3:6])=[O:30])=[N:14][C:13]([Cl:12])=[CH:18][CH:17]=1, predict the reactants needed to synthesize it. (3) Given the product [C:1]([C:5]1[C:6]([Cl:41])=[C:7]([C:11]2[NH:40][C:14]3[C:15]([O:29][CH2:30][CH2:31][OH:32])=[N:16][C:17]([C:19]4[CH:24]=[CH:23][CH:22]=[CH:21][C:20]=4[C:25]([F:28])([F:27])[F:26])=[CH:18][C:13]=3[N:12]=2)[N:8]([CH3:10])[N:9]=1)([CH3:4])([CH3:2])[CH3:3], predict the reactants needed to synthesize it. The reactants are: [C:1]([C:5]1[C:6]([Cl:41])=[C:7]([C:11]2[NH:40][C:14]3[C:15]([O:29][CH2:30][CH2:31][O:32][Si](C(C)(C)C)(C)C)=[N:16][C:17]([C:19]4[CH:24]=[CH:23][CH:22]=[CH:21][C:20]=4[C:25]([F:28])([F:27])[F:26])=[CH:18][C:13]=3[N:12]=2)[N:8]([CH3:10])[N:9]=1)([CH3:4])([CH3:3])[CH3:2].O.[F-].C([N+](CCCC)(CCCC)CCCC)CCC.CCOC(C)=O. (4) Given the product [CH:16]1([N:15]([CH3:14])[C:2]2[C:3]3[C:10]([N+:11]([O-:13])=[O:12])=[CH:9][NH:8][C:4]=3[N:5]=[CH:6][CH:7]=2)[CH2:21][CH2:20][CH2:19][CH2:18][CH2:17]1, predict the reactants needed to synthesize it. The reactants are: Cl[C:2]1[CH:7]=[CH:6][N:5]=[C:4]2[NH:8][CH:9]=[C:10]([N+:11]([O-:13])=[O:12])[C:3]=12.[CH3:14][NH:15][CH:16]1[CH2:21][CH2:20][CH2:19][CH2:18][CH2:17]1.C(N(CC)C(C)C)(C)C. (5) Given the product [CH3:1][O:2][C:3]1[CH:8]=[CH:7][C:6]([S:9]([N:15]2[CH2:20][CH2:19][C:18](=[O:21])[CH2:17][CH2:16]2)(=[O:11])=[O:10])=[CH:5][CH:4]=1, predict the reactants needed to synthesize it. The reactants are: [CH3:1][O:2][C:3]1[CH:8]=[CH:7][C:6]([S:9](Cl)(=[O:11])=[O:10])=[CH:5][CH:4]=1.Cl.O.[NH:15]1[CH2:20][CH2:19][C:18](=[O:21])[CH2:17][CH2:16]1. (6) Given the product [Br:32][C:33]1[CH:34]=[N:35][C:36]([O:3][CH2:4][CH2:5][O:6][C:7]2[N:12]=[CH:11][N:10]=[C:9]([NH:13][S:14]([CH:17]=[CH:18][C:19]3[CH:24]=[CH:23][CH:22]=[CH:21][CH:20]=3)(=[O:15])=[O:16])[C:8]=2[C:25]2[CH:30]=[CH:29][C:28]([CH3:31])=[CH:27][CH:26]=2)=[N:37][CH:38]=1, predict the reactants needed to synthesize it. The reactants are: [H-].[Na+].[OH:3][CH2:4][CH2:5][O:6][C:7]1[N:12]=[CH:11][N:10]=[C:9]([NH:13][S:14]([CH:17]=[CH:18][C:19]2[CH:24]=[CH:23][CH:22]=[CH:21][CH:20]=2)(=[O:16])=[O:15])[C:8]=1[C:25]1[CH:30]=[CH:29][C:28]([CH3:31])=[CH:27][CH:26]=1.[Br:32][C:33]1[CH:34]=[N:35][C:36](Cl)=[N:37][CH:38]=1. (7) Given the product [Br:1][C:2]1[CH:11]=[C:10]2[C:5]([N:6]=[CH:7][C:8]([NH:14][NH2:15])=[N:9]2)=[CH:4][CH:3]=1, predict the reactants needed to synthesize it. The reactants are: [Br:1][C:2]1[CH:11]=[C:10]2[C:5]([N:6]=[CH:7][C:8](Cl)=[N:9]2)=[CH:4][CH:3]=1.O.[NH2:14][NH2:15].